Predict the reactants needed to synthesize the given product. From a dataset of Full USPTO retrosynthesis dataset with 1.9M reactions from patents (1976-2016). Given the product [CH3:7][CH:6]([CH3:8])[CH2:5][C@H:4]([NH:9][C:10]([C:12]1[CH:31]=[CH:30][C:15]2[N:16]([CH:25]([CH2:28][CH3:29])[CH2:26][CH3:27])[C:17]([CH2:19][C:20]3[S:21][CH:22]=[CH:23][CH:24]=3)=[N:18][C:14]=2[CH:13]=1)=[O:11])[CH2:3][C:1]1[NH:34][N:33]=[N:32][N:2]=1, predict the reactants needed to synthesize it. The reactants are: [C:1]([CH2:3][C@@H:4]([NH:9][C:10]([C:12]1[CH:31]=[CH:30][C:15]2[N:16]([CH:25]([CH2:28][CH3:29])[CH2:26][CH3:27])[C:17]([CH2:19][C:20]3[S:21][CH:22]=[CH:23][CH:24]=3)=[N:18][C:14]=2[CH:13]=1)=[O:11])[CH2:5][CH:6]([CH3:8])[CH3:7])#[N:2].[N:32]([Sn](C)(C)C)=[N+:33]=[N-:34].